Dataset: Full USPTO retrosynthesis dataset with 1.9M reactions from patents (1976-2016). Task: Predict the reactants needed to synthesize the given product. (1) Given the product [NH2:19][C:20]1[CH:25]=[CH:24][C:23]([Br:26])=[CH:22][C:21]=1[O:27][CH2:2][C:3]([C:5]1[C:10]([F:11])=[CH:9][CH:8]=[CH:7][C:6]=1[F:12])=[O:4], predict the reactants needed to synthesize it. The reactants are: Br[CH2:2][C:3]([C:5]1[C:10]([F:11])=[CH:9][CH:8]=[CH:7][C:6]=1[F:12])=[O:4].C([O-])([O-])=O.[Cs+].[Cs+].[NH2:19][C:20]1[CH:25]=[CH:24][C:23]([Br:26])=[CH:22][C:21]=1[OH:27].C(OCC)(=O)C.CCCCCC. (2) The reactants are: Br[C:2]1[N:3]=[CH:4][N:5]([C:7]2[CH:12]=[CH:11][CH:10]=[CH:9][CH:8]=2)[CH:6]=1.[O:13]1[CH:17]=[CH:16][CH:15]=[C:14]1B(O)O.C([O-])([O-])=O.[K+].[K+]. Given the product [O:13]1[CH:17]=[CH:16][CH:15]=[C:14]1[C:2]1[N:3]=[CH:4][N:5]([C:7]2[CH:12]=[CH:11][CH:10]=[CH:9][CH:8]=2)[CH:6]=1, predict the reactants needed to synthesize it. (3) Given the product [O:27]1[CH2:28][CH2:29][N:30]([C:33]2[C:34]3[N:35]([C:39]([C:44]4[CH:45]=[CH:46][CH:47]=[CH:48][CH:49]=4)=[C:40](/[CH:42]=[CH:16]/[C:10]4[CH:9]=[CH:8][C:7]5[C:6]([C:4]([OH:3])=[O:5])=[CH:15][CH:14]=[CH:13][C:12]=5[N:11]=4)[N:41]=3)[N:36]=[CH:37][CH:38]=2)[CH2:31][CH2:32]1, predict the reactants needed to synthesize it. The reactants are: C([O:3][C:4]([C:6]1[C:7]2[CH:8]=[CH:9][C:10]([CH2:16]P(OCC)(OCC)=O)=[N:11][C:12]=2[CH:13]=[CH:14][CH:15]=1)=[O:5])C.[H-].[Na+].[O:27]1[CH2:32][CH2:31][N:30]([C:33]2[C:34]3[N:35]([C:39]([C:44]4[CH:49]=[CH:48][CH:47]=[CH:46][CH:45]=4)=[C:40]([CH:42]=O)[N:41]=3)[N:36]=[CH:37][CH:38]=2)[CH2:29][CH2:28]1. (4) Given the product [Br-:7].[CH3:17][N+:14]1[CH:15]=[CH:16][C:11]([C:9]2[N:2]=[C:1]([SH:3])[S:4][CH:8]=2)=[CH:12][CH:13]=1, predict the reactants needed to synthesize it. The reactants are: [C:1](=[S:4])([S-:3])[NH2:2].[NH4+].[Br-].[Br:7][CH2:8][C:9]([C:11]1[CH:16]=[CH:15][N+:14]([CH3:17])=[CH:13][CH:12]=1)=O.